This data is from Reaction yield outcomes from USPTO patents with 853,638 reactions. The task is: Predict the reaction yield, written as a fraction of the theoretical maximum amount of product (1.0 means a 100% yield; for example, 0.34 means a 34% yield). (1) The reactants are [Cl:1][C:2]1[C:3]([N:9]2[C:13]([C:14](O)=[O:15])=[CH:12][C:11]([CH3:17])=[N:10]2)=[N:4][CH:5]=[C:6]([Cl:8])[CH:7]=1.[Cl:18]CCl.C(Cl)(=O)C(Cl)=O. The catalyst is CN(C)C=O. The yield is 1.00. The product is [Cl:1][C:2]1[C:3]([N:9]2[C:13]([C:14]([Cl:18])=[O:15])=[CH:12][C:11]([CH3:17])=[N:10]2)=[N:4][CH:5]=[C:6]([Cl:8])[CH:7]=1. (2) The reactants are [NH2:1][C:2]1[CH:3]=[C:4]([CH:8]=[CH:9][C:10]=1[O:11][CH3:12])[C:5]([OH:7])=O.[CH2:13]1[C@H:22]2[C@H:17]([CH2:18][CH2:19][C:20]3[CH:26]=[CH:25][CH:24]=[CH:23][C:21]=32)[NH:16][CH2:15][CH2:14]1.F[P-](F)(F)(F)(F)F.N1(OC(N(C)C)=[N+](C)C)C2N=CC=CC=2N=N1. No catalyst specified. The product is [NH2:1][C:2]1[CH:3]=[C:4]([C:5]([N:16]2[C@@H:17]3[C@@H:22]([C:21]4[CH:23]=[CH:24][CH:25]=[CH:26][C:20]=4[CH2:19][CH2:18]3)[CH2:13][CH2:14][CH2:15]2)=[O:7])[CH:8]=[CH:9][C:10]=1[O:11][CH3:12]. The yield is 0.630. (3) The reactants are [F:1][C:2]1[C:7]([CH:8]=[O:9])=[C:6]([F:10])[CH:5]=[CH:4][C:3]=1[NH:11][S:12]([CH2:15][CH2:16][CH3:17])(=[O:14])=[O:13].[BH4-].[Na+].P([O-])(O)(O)=O.[Na+]. The catalyst is CO. The product is [F:1][C:2]1[C:7]([CH2:8][OH:9])=[C:6]([F:10])[CH:5]=[CH:4][C:3]=1[NH:11][S:12]([CH2:15][CH2:16][CH3:17])(=[O:14])=[O:13]. The yield is 0.960. (4) The reactants are [H-].[Na+].[F:3][C:4]([F:24])([F:23])[O:5][C:6]1[CH:11]=[CH:10][C:9]([N:12]2[CH2:16][CH2:15][C:14]3([CH2:21][CH2:20][NH:19][CH2:18][CH2:17]3)[C:13]2=[O:22])=[CH:8][CH:7]=1.[CH2:25]([O:32][C:33]1[CH:38]=[CH:37][CH:36]=[C:35](F)[N:34]=1)[C:26]1[CH:31]=[CH:30][CH:29]=[CH:28][CH:27]=1. The catalyst is CN(C=O)C.C(OCC)(=O)C. The product is [CH2:25]([O:32][C:33]1[N:34]=[C:35]([N:19]2[CH2:18][CH2:17][C:14]3([C:13](=[O:22])[N:12]([C:9]4[CH:10]=[CH:11][C:6]([O:5][C:4]([F:3])([F:23])[F:24])=[CH:7][CH:8]=4)[CH2:16][CH2:15]3)[CH2:21][CH2:20]2)[CH:36]=[CH:37][CH:38]=1)[C:26]1[CH:27]=[CH:28][CH:29]=[CH:30][CH:31]=1. The yield is 0.730. (5) The reactants are [C:1](#[N:8])[C:2]1[CH:7]=[CH:6][CH:5]=[CH:4][CH:3]=1.[NH2:9][OH:10]. The catalyst is CCO. The product is [OH:10][N:9]=[C:1]([NH2:8])[C:2]1[CH:7]=[CH:6][CH:5]=[CH:4][CH:3]=1. The yield is 1.00. (6) The reactants are [I:1][C:2]1[CH:3]=[C:4]2[C:9](=[CH:10][CH:11]=1)[C:8](=[O:12])[NH:7][C:6](=[O:13])[C:5]2=[CH:14]OC.[NH2:17][CH2:18][C:19]1[CH:20]=[C:21]([OH:32])[C:22]([C:25]2[CH:30]=[CH:29][C:28]([F:31])=[CH:27][CH:26]=2)=[CH:23][CH:24]=1. No catalyst specified. The product is [F:31][C:28]1[CH:27]=[CH:26][C:25]([C:22]2[CH:23]=[CH:24][C:19]([CH2:18][NH:17][CH:14]=[C:5]3[C:4]4[C:9](=[CH:10][CH:11]=[C:2]([I:1])[CH:3]=4)[C:8](=[O:12])[NH:7][C:6]3=[O:13])=[CH:20][C:21]=2[OH:32])=[CH:30][CH:29]=1. The yield is 0.600. (7) The reactants are [N+:1]([C:4]1[CH:5]=[C:6]([CH:43]=[C:44]([N+:46]([O-])=O)[CH:45]=1)[C:7]([O:9][CH2:10][CH2:11][CH2:12][CH2:13][CH2:14][CH2:15][CH2:16][CH2:17][CH2:18][CH2:19][CH2:20][O:21][C:22]1[CH:27]=[CH:26][C:25](/[CH:28]=[C:29](/[C:32]2[CH:40]=[CH:39][C:35]3[O:36][CH2:37][O:38][C:34]=3[CH:33]=2)\[C:30]#[N:31])=[CH:24][C:23]=1[O:41][CH3:42])=[O:8])([O-])=O. The catalyst is CN(C=O)C.O.[Zn]. The product is [NH2:46][C:44]1[CH:43]=[C:6]([CH:5]=[C:4]([NH2:1])[CH:45]=1)[C:7]([O:9][CH2:10][CH2:11][CH2:12][CH2:13][CH2:14][CH2:15][CH2:16][CH2:17][CH2:18][CH2:19][CH2:20][O:21][C:22]1[CH:27]=[CH:26][C:25](/[CH:28]=[C:29](/[C:32]2[CH:40]=[CH:39][C:35]3[O:36][CH2:37][O:38][C:34]=3[CH:33]=2)\[C:30]#[N:31])=[CH:24][C:23]=1[O:41][CH3:42])=[O:8]. The yield is 0.610. (8) The reactants are [CH3:1][C:2]1([CH3:10])[O:7][C:6](=[O:8])[CH2:5][C:4](=[O:9])[O:3]1.N1C=CC=CC=1.[C:17](Cl)(=[O:20])[CH2:18][CH3:19]. The catalyst is ClCCl.Cl. The product is [OH:20][C:17](=[C:5]1[C:6](=[O:8])[O:7][C:2]([CH3:10])([CH3:1])[O:3][C:4]1=[O:9])[CH2:18][CH3:19]. The yield is 0.930. (9) The reactants are C([O:4][CH2:5][C:6]1[C:11](B2OC(C)(C)C(C)(C)O2)=[CH:10][CH:9]=[CH:8][C:7]=1[N:21]1[N:30]=[CH:29][C:28]2[C:23](=[C:24]([F:35])[CH:25]=[C:26]([C:31]([CH3:34])([CH3:33])[CH3:32])[CH:27]=2)[C:22]1=[O:36])(=O)C.Cl[C:38]1[CH:39]=[C:40]([NH:46][C:47]2[CH:52]=[N:51][C:50]([C@H:53]3[CH2:57][O:56][C:55]([CH3:59])([CH3:58])[O:54]3)=[CH:49][N:48]=2)[C:41](=[O:45])[N:42]([CH3:44])[N:43]=1.P([O-])([O-])([O-])=O.[K+].[K+].[K+].C1(P(C2CCCCC2)C2C=CC=CC=2C2C(C(C)C)=CC(C(C)C)=CC=2C(C)C)CCCCC1.[Cl-].[NH4+]. The catalyst is C(O)CCC.O.[Pd].[Pd].C(=CC(C=CC1C=CC=CC=1)=O)C1C=CC=CC=1.C(=CC(C=CC1C=CC=CC=1)=O)C1C=CC=CC=1. The product is [C:31]([C:26]1[CH:27]=[C:28]2[C:23](=[C:24]([F:35])[CH:25]=1)[C:22](=[O:36])[N:21]([C:7]1[CH:8]=[CH:9][CH:10]=[C:11]([C:38]3[CH:39]=[C:40]([NH:46][C:47]4[CH:52]=[N:51][C:50]([C@H:53]5[CH2:57][O:56][C:55]([CH3:58])([CH3:59])[O:54]5)=[CH:49][N:48]=4)[C:41](=[O:45])[N:42]([CH3:44])[N:43]=3)[C:6]=1[CH2:5][OH:4])[N:30]=[CH:29]2)([CH3:34])([CH3:32])[CH3:33]. The yield is 0.360. (10) The reactants are [CH2:1]([O:8][C:9]1[CH:10]=[C:11]([C@H:15]2[CH2:17][C@@H:16]2[CH2:18][OH:19])[CH:12]=[N:13][CH:14]=1)[C:2]1[CH:7]=[CH:6][CH:5]=[CH:4][CH:3]=1.[H-].[Na+].Br.Br[CH2:24][C:25]1[CH:30]=[CH:29][CH:28]=[CH:27][N:26]=1.[NH4+].[Cl-]. The catalyst is C1COCC1.[I-].C([N+](CCCC)(CCCC)CCCC)CCC. The product is [CH2:1]([O:8][C:9]1[CH:14]=[N:13][CH:12]=[C:11]([C@H:15]2[CH2:17][C@@H:16]2[CH2:18][O:19][CH2:24][C:25]2[CH:30]=[CH:29][CH:28]=[CH:27][N:26]=2)[CH:10]=1)[C:2]1[CH:3]=[CH:4][CH:5]=[CH:6][CH:7]=1. The yield is 0.880.